From a dataset of Forward reaction prediction with 1.9M reactions from USPTO patents (1976-2016). Predict the product of the given reaction. (1) Given the reactants C(O[CH:5]1[C@H:9]([O:10][C:11](=[O:13])[CH3:12])[C@H:8]([O:14][CH2:15][C:16]2[CH:21]=[CH:20][CH:19]=[CH:18][CH:17]=2)[C@:7]([CH2:24][O:25][CH2:26][C:27]2[CH:32]=[CH:31][CH:30]=[CH:29][CH:28]=2)([CH:22]=[CH2:23])[O:6]1)(=O)C.[O:33]=[C:34]1[NH:42][C:41]([NH:43][C:44](=[O:48])[CH:45]([CH3:47])[CH3:46])=[N:40][C:39]2[NH:38][CH:37]=[N:36][C:35]1=2.[Si](OS(C(F)(F)F)(=O)=O)(C)(C)C.C([O-])(O)=O.[Na+], predict the reaction product. The product is: [C:11]([O:10][C@@H:9]1[C@H:8]([O:14][CH2:15][C:16]2[CH:21]=[CH:20][CH:19]=[CH:18][CH:17]=2)[C@:7]([CH2:24][O:25][CH2:26][C:27]2[CH:28]=[CH:29][CH:30]=[CH:31][CH:32]=2)([CH:22]=[CH2:23])[O:6][C@H:5]1[N:38]1[CH:37]=[N:36][C:35]2[C:34](=[O:33])[NH:42][C:41]([NH:43][C:44](=[O:48])[CH:45]([CH3:46])[CH3:47])=[N:40][C:39]1=2)(=[O:13])[CH3:12]. (2) Given the reactants [Br:1][C:2]1[C:3]([O:19][CH2:20][CH:21]=[CH2:22])=[CH:4][C:5]([Cl:18])=[C:6]([CH:8]([C:10]2[CH:15]=[CH:14][C:13]([O:16][CH3:17])=[CH:12][CH:11]=2)O)[CH:7]=1.[SiH](CC)(CC)CC.C(=O)(O)[O-].[Na+], predict the reaction product. The product is: [Br:1][C:2]1[CH:7]=[C:6]([CH2:8][C:10]2[CH:11]=[CH:12][C:13]([O:16][CH3:17])=[CH:14][CH:15]=2)[C:5]([Cl:18])=[CH:4][C:3]=1[O:19][CH2:20][CH:21]=[CH2:22]. (3) Given the reactants [CH2:1]([NH2:8])[C:2]1[CH:7]=[CH:6][CH:5]=[CH:4][CH:3]=1.[CH:9]1([CH:15]=O)[CH2:14][CH2:13][CH:12]=[CH:11][CH2:10]1, predict the reaction product. The product is: [CH:2]1(/[CH:1]=[N:8]/[CH2:15][C:9]2[CH:14]=[CH:13][CH:12]=[CH:11][CH:10]=2)[CH2:7][CH2:6][CH:5]=[CH:4][CH2:3]1. (4) Given the reactants [C:1]([O:5][C:6](=[O:22])[NH:7][C@H:8]1[CH2:11][C@H:10]([N:12]2[C:16]3=[N:17][CH:18]=[CH:19][CH:20]=[C:15]3[C:14]([NH2:21])=[N:13]2)[CH2:9]1)([CH3:4])([CH3:3])[CH3:2].[C:23]([N:26]1[CH2:31][CH2:30][C:29](=O)[CH2:28][CH2:27]1)(=[O:25])[CH3:24].C([BH3-])#N.[Na+].C(=O)(O)[O-].[Na+], predict the reaction product. The product is: [C:1]([O:5][C:6](=[O:22])[NH:7][C@H:8]1[CH2:11][C@H:10]([N:12]2[C:16]3=[N:17][CH:18]=[CH:19][CH:20]=[C:15]3[C:14]([NH:21][CH:29]3[CH2:30][CH2:31][N:26]([C:23](=[O:25])[CH3:24])[CH2:27][CH2:28]3)=[N:13]2)[CH2:9]1)([CH3:4])([CH3:2])[CH3:3]. (5) Given the reactants [Br:1][C:2]1[CH:9]=[CH:8][C:5]([C:6]#[N:7])=[C:4]([F:10])[CH:3]=1.[CH2:11]([Mg]Br)[CH3:12].B(F)(F)F.CCOCC, predict the reaction product. The product is: [Br:1][C:2]1[CH:9]=[CH:8][C:5]([C:6]2([NH2:7])[CH2:12][CH2:11]2)=[C:4]([F:10])[CH:3]=1. (6) Given the reactants [C:1]([O:5][C:6]([N:8]1[CH2:12][C@@:11]([F:25])([CH2:13]OC(OC2C=CC(F)=CC=2)=S)[CH2:10][C@H:9]1[C:26]([O:28][CH2:29][C:30]1[CH:35]=[CH:34][CH:33]=[CH:32][CH:31]=1)=[O:27])=[O:7])([CH3:4])([CH3:3])[CH3:2].CC(N=NC(C#N)(C)C)(C#N)C.C[Si]([SiH]([Si](C)(C)C)[Si](C)(C)C)(C)C, predict the reaction product. The product is: [C:1]([O:5][C:6]([N:8]1[CH2:12][C@@:11]([F:25])([CH3:13])[CH2:10][C@H:9]1[C:26]([O:28][CH2:29][C:30]1[CH:31]=[CH:32][CH:33]=[CH:34][CH:35]=1)=[O:27])=[O:7])([CH3:2])([CH3:3])[CH3:4]. (7) Given the reactants [CH3:1][O:2][C:3]1[CH:4]=[C:5]2[C:10](=[CH:11][C:12]=1[O:13][CH3:14])[N:9]=[CH:8][CH:7]=[C:6]2[O:15][C:16]1[CH:22]=[CH:21][C:19]([NH2:20])=[C:18]([O:23][CH3:24])[CH:17]=1.C(N(CC)CC)C.ClC(Cl)(O[C:36](=[O:42])OC(Cl)(Cl)Cl)Cl.[S:44]1[CH:48]=[CH:47][N:46]=[C:45]1[C@@H:49]([NH2:51])[CH3:50], predict the reaction product. The product is: [CH3:1][O:2][C:3]1[CH:4]=[C:5]2[C:10](=[CH:11][C:12]=1[O:13][CH3:14])[N:9]=[CH:8][CH:7]=[C:6]2[O:15][C:16]1[CH:22]=[CH:21][C:19]([NH:20][C:36]([NH:51][C@H:49]([C:45]2[S:44][CH:48]=[CH:47][N:46]=2)[CH3:50])=[O:42])=[C:18]([O:23][CH3:24])[CH:17]=1.